From a dataset of Reaction yield outcomes from USPTO patents with 853,638 reactions. Predict the reaction yield, written as a fraction of the theoretical maximum amount of product (1.0 means a 100% yield; for example, 0.34 means a 34% yield). The reactants are Br[C:2]1[CH:3]=[C:4]2[C:9](=[CH:10][CH:11]=1)[N:8]=[CH:7][C:6]([C:12]([CH:14]1[CH2:16][CH2:15]1)=[O:13])=[C:5]2[NH:17][C:18]1[CH:19]=[N:20][C:21]([O:24][CH2:25][CH2:26][N:27]([CH3:29])[CH3:28])=[CH:22][CH:23]=1.[Cl:30][C:31]1[CH:36]=[C:35](B2OC(C)(C)C(C)(C)O2)[CH:34]=[C:33]([Cl:46])[C:32]=1[OH:47]. No catalyst specified. The product is [CH:14]1([C:12]([C:6]2[CH:7]=[N:8][C:9]3[C:4]([C:5]=2[NH:17][C:18]2[CH:19]=[N:20][C:21]([O:24][CH2:25][CH2:26][N:27]([CH3:28])[CH3:29])=[CH:22][CH:23]=2)=[CH:3][C:2]([C:35]2[CH:36]=[C:31]([Cl:30])[C:32]([OH:47])=[C:33]([Cl:46])[CH:34]=2)=[CH:11][CH:10]=3)=[O:13])[CH2:16][CH2:15]1. The yield is 0.200.